This data is from Full USPTO retrosynthesis dataset with 1.9M reactions from patents (1976-2016). The task is: Predict the reactants needed to synthesize the given product. (1) Given the product [CH2:15]([N:7]1[C:6]2[CH:8]=[CH:9][C:10]([N+:12]([O-:14])=[O:13])=[CH:11][C:5]=2[O:4][CH2:3][CH:2]1[CH3:1])[CH3:16], predict the reactants needed to synthesize it. The reactants are: [CH3:1][CH:2]1[NH:7][C:6]2[CH:8]=[CH:9][C:10]([N+:12]([O-:14])=[O:13])=[CH:11][C:5]=2[O:4][CH2:3]1.[CH:15](=O)[CH3:16].[BH3-]C#N.[Na+]. (2) Given the product [Br:24][CH:12]([C:10]1[C:9]2[C:5](=[CH:6][N:7]([CH2:15][O:16][CH2:17][CH2:18][Si:19]([CH3:22])([CH3:21])[CH3:20])[N:8]=2)[CH:4]=[C:3]([O:2][CH3:1])[CH:11]=1)[CH3:13], predict the reactants needed to synthesize it. The reactants are: [CH3:1][O:2][C:3]1[CH:11]=[C:10]([CH:12](O)[CH3:13])[C:9]2[C:5](=[CH:6][N:7]([CH2:15][O:16][CH2:17][CH2:18][Si:19]([CH3:22])([CH3:21])[CH3:20])[N:8]=2)[CH:4]=1.C(Br)(Br)(Br)[Br:24].C1(P(C2C=CC=CC=2)C2C=CC=CC=2)C=CC=CC=1. (3) Given the product [N:21]1[C:25]2[CH:26]=[CH:27][CH:28]=[C:29]([CH2:30][N:18]3[CH2:19][CH2:20][N:15]([CH2:14][CH2:13][O:12][C:8]4[CH:7]=[CH:6][CH:5]=[C:4]5[C:9]=4[CH:10]=[CH:11][C:2]([CH3:1])=[N:3]5)[CH2:16][CH2:17]3)[C:24]=2[NH:23][CH:22]=1, predict the reactants needed to synthesize it. The reactants are: [CH3:1][C:2]1[CH:11]=[CH:10][C:9]2[C:4](=[CH:5][CH:6]=[CH:7][C:8]=2[O:12][CH2:13][CH2:14][N:15]2[CH2:20][CH2:19][NH:18][CH2:17][CH2:16]2)[N:3]=1.[N:21]1[C:25]2[CH:26]=[CH:27][CH:28]=[C:29]([CH:30]=O)[C:24]=2[NH:23][CH:22]=1.C(O[BH-](OC(=O)C)OC(=O)C)(=O)C.[Na+].C([O-])(O)=O.[Na+].